Predict the reactants needed to synthesize the given product. From a dataset of Full USPTO retrosynthesis dataset with 1.9M reactions from patents (1976-2016). (1) Given the product [CH2:6]([O:13][C:14]([NH:16][C:17]1[C:26]2[C:21](=[CH:22][CH:23]=[CH:24][CH:25]=2)[C:20]([CH2:27][CH2:1][Cl:5])=[C:19]([N+:30]([O-:32])=[O:31])[CH:18]=1)=[O:15])[C:7]1[CH:12]=[CH:11][CH:10]=[CH:9][CH:8]=1, predict the reactants needed to synthesize it. The reactants are: [C:1]([Cl:5])(Cl)(Cl)Cl.[CH2:6]([O:13][C:14]([NH:16][C:17]1[C:26]2[C:21](=[CH:22][CH:23]=[CH:24][CH:25]=2)[C:20]([CH2:27]CO)=[C:19]([N+:30]([O-:32])=[O:31])[CH:18]=1)=[O:15])[C:7]1[CH:12]=[CH:11][CH:10]=[CH:9][CH:8]=1.C1C=CC(P(C2C=CC=CC=2)C2C=CC=CC=2)=CC=1. (2) The reactants are: C1([As](C2C=CC=CC=2)C2C=CC=CC=2)C=CC=CC=1.[CH2:20]([N:26]1[CH2:31][CH:30]2[CH:28]([C:29]2([C:33]2[CH:38]=[CH:37][CH:36]=[C:35](I)[CH:34]=2)[CH3:32])[C:27]1=[O:40])[CH2:21][CH2:22][CH2:23][CH2:24][CH3:25].C([Sn](CCCC)(CCCC)[C:46]1[N:47]=[CH:48][N:49]([C:51]([C:64]2[CH:69]=[CH:68][CH:67]=[CH:66][CH:65]=2)([C:58]2[CH:63]=[CH:62][CH:61]=[CH:60][CH:59]=2)[C:52]2[CH:57]=[CH:56][CH:55]=[CH:54][CH:53]=2)[CH:50]=1)CCC. Given the product [CH2:20]([N:26]1[CH2:31][CH:30]2[CH:28]([C:29]2([CH3:32])[C:33]2[CH:38]=[CH:37][CH:36]=[C:35]([C:50]3[N:49]([C:51]([C:52]4[CH:57]=[CH:56][CH:55]=[CH:54][CH:53]=4)([C:64]4[CH:65]=[CH:66][CH:67]=[CH:68][CH:69]=4)[C:58]4[CH:59]=[CH:60][CH:61]=[CH:62][CH:63]=4)[CH:48]=[N:47][CH:46]=3)[CH:34]=2)[C:27]1=[O:40])[CH2:21][CH2:22][CH2:23][CH2:24][CH3:25], predict the reactants needed to synthesize it. (3) Given the product [CH2:13]([N:3]([CH2:1][CH3:2])[C:4](=[O:12])[C:5]1[CH:10]=[CH:9][CH:8]=[C:7]([O:11][CH2:22][O:23][CH3:24])[CH:6]=1)[CH3:14], predict the reactants needed to synthesize it. The reactants are: [CH2:1]([N:3]([CH2:13][CH3:14])[C:4](=[O:12])[C:5]1[CH:10]=[CH:9][CH:8]=[C:7]([OH:11])[CH:6]=1)[CH3:2].C(NC(C)C)(C)C.[CH3:22][O:23][CH2:24]Cl. (4) Given the product [CH3:1][O:2][C:3](=[O:13])[C@@H:4]([N:12]1[CH2:29][C:28]([O:31][C:32]2[CH:37]=[CH:36][CH:35]=[CH:34][C:33]=2[O:38][CH2:39][C:40]2[CH:41]=[CH:42][CH:43]=[CH:44][CH:45]=2)=[CH:27][C:26]1=[O:25])[CH2:5][CH:6]1[CH2:11][CH2:10][CH2:9][CH2:8][CH2:7]1, predict the reactants needed to synthesize it. The reactants are: [CH3:1][O:2][C:3](=[O:13])[C@@H:4]([NH2:12])[CH2:5][CH:6]1[CH2:11][CH2:10][CH2:9][CH2:8][CH2:7]1.C(N(CC)C(C)C)(C)C.C([O:25][C:26](=O)/[CH:27]=[C:28](/[O:31][C:32]1[CH:37]=[CH:36][CH:35]=[CH:34][C:33]=1[O:38][CH2:39][C:40]1[CH:45]=[CH:44][CH:43]=[CH:42][CH:41]=1)\[CH2:29]Br)C. (5) Given the product [C:5]([N:8]1[CH2:12][CH2:11][CH:10]([CH3:13])[CH:9]1[C:14]1[C:15]([F:29])=[CH:16][C:17]([NH:20][C:21]([C:23]2[CH:28]=[CH:27][CH:26]=[CH:25][N:24]=2)=[O:22])=[C:18]([N+:1]([O-:4])=[O:2])[CH:19]=1)(=[O:7])[CH3:6], predict the reactants needed to synthesize it. The reactants are: [N+:1]([O-:4])(O)=[O:2].[C:5]([N:8]1[CH2:12][CH2:11][CH:10]([CH3:13])[CH:9]1[C:14]1[CH:19]=[CH:18][C:17]([NH:20][C:21]([C:23]2[CH:28]=[CH:27][CH:26]=[CH:25][N:24]=2)=[O:22])=[CH:16][C:15]=1[F:29])(=[O:7])[CH3:6]. (6) Given the product [NH2:1][C:2]1[C:3](=[N:16][NH:17][C:18]2[CH:23]=[CH:22][CH:21]=[C:20]([F:24])[CH:19]=2)[C:4]([CH2:7][NH:8][C:9]([CH:10]=[CH:11][C:12]([OH:14])=[O:13])=[O:15])=[N:5][N:6]=1, predict the reactants needed to synthesize it. The reactants are: [NH2:1][C:2]1[C:3](=[N:16][NH:17][C:18]2[CH:23]=[CH:22][CH:21]=[C:20]([F:24])[CH:19]=2)[C:4]([CH2:7][NH:8][C:9](=[O:15])[CH2:10][CH2:11][C:12]([OH:14])=[O:13])=[N:5][N:6]=1.NCC1C(=NNC2C=CC=C(F)C=2)C(N)=NN=1.[Cl-].[NH4+]. (7) Given the product [O:15]1[C:19]2[C:20]([CH2:24][O:1][C:2]3[N:6]([C:7]4[CH:12]=[C:11]([C:13]#[N:14])[CH:10]=[CH:9][N:8]=4)[N:5]=[CH:4][CH:3]=3)=[CH:21][CH:22]=[CH:23][C:18]=2[CH2:17][CH2:16]1, predict the reactants needed to synthesize it. The reactants are: [OH:1][C:2]1[N:6]([C:7]2[CH:12]=[C:11]([C:13]#[N:14])[CH:10]=[CH:9][N:8]=2)[N:5]=[CH:4][CH:3]=1.[O:15]1[C:19]2[C:20]([CH2:24]O)=[CH:21][CH:22]=[CH:23][C:18]=2[CH2:17][CH2:16]1.